This data is from Forward reaction prediction with 1.9M reactions from USPTO patents (1976-2016). The task is: Predict the product of the given reaction. (1) Given the reactants C(=O)([O-])[O-].[K+].[K+].C([O:10][C:11]1[CH:12]=[C:13]([CH:31]=[CH2:32])[C:14]2[O:18][C:17]([C:19]3[CH:24]=[CH:23][C:22]([O:25]C(=O)C)=[C:21]([F:29])[CH:20]=3)=[N:16][C:15]=2[CH:30]=1)(=O)C.O1CCOCC1.Cl, predict the reaction product. The product is: [F:29][C:21]1[CH:20]=[C:19]([C:17]2[O:18][C:14]3[C:13]([CH:31]=[CH2:32])=[CH:12][C:11]([OH:10])=[CH:30][C:15]=3[N:16]=2)[CH:24]=[CH:23][C:22]=1[OH:25]. (2) Given the reactants C([O:3][C:4](=[O:20])[C@@H:5]([O:18][CH3:19])[CH2:6][C:7]1[CH:12]=[CH:11][C:10]([O:13][CH2:14][CH2:15][CH2:16]Br)=[CH:9][CH:8]=1)C.[CH2:21]1[C:29]2[C:24](=[CH:25][C:26]([OH:30])=[CH:27][CH:28]=2)[CH2:23][CH2:22]1.CO[C@@H](CC1C=CC(OCCCOC2C=CC=CC=2)=CC=1)C(O)=O, predict the reaction product. The product is: [CH2:21]1[C:29]2[C:24](=[CH:25][C:26]([O:30][CH2:16][CH2:15][CH2:14][O:13][C:10]3[CH:9]=[CH:8][C:7]([CH2:6][C@H:5]([O:18][CH3:19])[C:4]([OH:3])=[O:20])=[CH:12][CH:11]=3)=[CH:27][CH:28]=2)[CH2:23][CH2:22]1. (3) Given the reactants [C:1]1([N:7]2[C:15](=[O:16])[C:14]3[C:9]([C:10]4[CH:19]=[CH:18][NH:17][C:11]=4[NH:12][CH:13]=3)=[N:8]2)[CH:6]=[CH:5][CH:4]=[CH:3][CH:2]=1.C(N(C(C)C)CC)(C)C.[CH3:29][N:30]=[C:31]=[O:32], predict the reaction product. The product is: [CH3:29][NH:30][C:31]([N:17]1[C:11]2[NH:12][CH:13]=[C:14]3[C:15](=[O:16])[N:7]([C:1]4[CH:2]=[CH:3][CH:4]=[CH:5][CH:6]=4)[N:8]=[C:9]3[C:10]=2[CH:19]=[CH:18]1)=[O:32]. (4) The product is: [C:9]([OH:17])(=[O:8])[CH:10]([CH:12]([C:14]([OH:28])=[O:15])[OH:13])[OH:11]. Given the reactants OC1O[C@H](CO)[C@@H]([O:8][C@@H:9]2[O:17][C@H](CO)[C@H:14]([OH:15])[C@H:12]([OH:13])[C@H:10]2[OH:11])[C@H](O)[C@H]1O.O.C([OH:28])(C)C, predict the reaction product.